Dataset: Reaction yield outcomes from USPTO patents with 853,638 reactions. Task: Predict the reaction yield, written as a fraction of the theoretical maximum amount of product (1.0 means a 100% yield; for example, 0.34 means a 34% yield). (1) The reactants are C(=[C:4]([CH:6]([CH2:8][OH:9])[OH:7])[OH:5])(C)C.[OH-].[K+].Br[CH2:13][CH2:14][CH2:15][CH2:16][CH2:17][CH2:18][CH2:19][CH2:20][CH2:21][CH2:22][CH2:23][CH3:24]. The catalyst is C1(C)C=CC=CC=1. The product is [CH2:24]([O:9][CH2:8][CH:6]([OH:7])[CH2:4][OH:5])[CH2:23][CH2:22][CH2:21][CH2:20][CH2:19][CH2:18][CH2:17][CH2:16][CH2:15][CH2:14][CH3:13]. The yield is 0.710. (2) The reactants are [C:1](Cl)(=[O:8])[C:2]1[CH:7]=[CH:6][CH:5]=[CH:4][CH:3]=1.[NH2:10][OH:11].Cl. The catalyst is C(N(CC)CC)C. The product is [OH:11][NH:10][C:1](=[O:8])[CH2:2][CH2:3][CH2:4][CH2:5][CH2:6][CH2:7][C:1]([CH:2]1[CH2:7][CH2:6][CH2:5][CH2:4][CH2:3]1)=[O:8]. The yield is 0.380.